From a dataset of Forward reaction prediction with 1.9M reactions from USPTO patents (1976-2016). Predict the product of the given reaction. Given the reactants [CH3:1][C:2]1[N:7]=[C:6]([O:8][CH2:9][C:10](OC)=[O:11])[CH:5]=[C:4]([CH3:14])[N:3]=1.[NH2:15][NH2:16], predict the reaction product. The product is: [CH3:1][C:2]1[N:7]=[C:6]([O:8][CH2:9][C:10]([NH:15][NH2:16])=[O:11])[CH:5]=[C:4]([CH3:14])[N:3]=1.